This data is from Catalyst prediction with 721,799 reactions and 888 catalyst types from USPTO. The task is: Predict which catalyst facilitates the given reaction. (1) Reactant: [Br:1][C:2]1[C:3]([NH:10][C:11]2[CH2:12][N:13]([CH:17]([CH3:19])[CH3:18])[C:14](=[O:16])[CH:15]=2)=[C:4]([CH:7]=[CH:8][CH:9]=1)[C:5]#[N:6].CC(C)([O-])C.[Na+]. Product: [NH2:6][C:5]1[C:4]2[CH:7]=[CH:8][CH:9]=[C:2]([Br:1])[C:3]=2[N:10]=[C:11]2[CH2:12][N:13]([CH:17]([CH3:19])[CH3:18])[C:14](=[O:16])[C:15]=12. The catalyst class is: 218. (2) Reactant: [OH:1][C:2]1[CH:12]=[CH:11][C:5]([CH:6]=[CH:7][C:8]([OH:10])=[O:9])=[CH:4][CH:3]=1. Product: [OH:1][C:2]1[CH:3]=[CH:4][C:5]([CH2:6][CH2:7][C:8]([OH:10])=[O:9])=[CH:11][CH:12]=1. The catalyst class is: 99. (3) Reactant: [CH3:1][O:2][C:3]1[CH:4]=[C:5]([CH:12]=[CH:13][C:14]=1[N+:15]([O-])=O)[O:6][CH2:7][CH2:8][N:9]([CH3:11])[CH3:10].[H][H]. Product: [CH3:10][N:9]([CH3:11])[CH2:8][CH2:7][O:6][C:5]1[CH:12]=[CH:13][C:14]([NH2:15])=[C:3]([O:2][CH3:1])[CH:4]=1. The catalyst class is: 78. (4) Reactant: [Br:1][C:2]1[CH:3]=[C:4]([OH:11])[CH:5]=[CH:6][C:7]=1[N+:8]([O-:10])=[O:9].[C:12](=O)([O-])[O-].[Cs+].[Cs+].CI.O. Product: [Br:1][C:2]1[CH:3]=[C:4]([O:11][CH3:12])[CH:5]=[CH:6][C:7]=1[N+:8]([O-:10])=[O:9]. The catalyst class is: 9. (5) Reactant: [N:1]1[N:2]([C:6]2[CH:11]=[CH:10][C:9]([CH2:12]O)=[CH:8][CH:7]=2)[N:3]=[CH:4][CH:5]=1.S(Cl)([Cl:16])=O.C([O-])(O)=O.[Na+]. Product: [Cl:16][CH2:12][C:9]1[CH:10]=[CH:11][C:6]([N:2]2[N:3]=[CH:4][CH:5]=[N:1]2)=[CH:7][CH:8]=1. The catalyst class is: 2.